Dataset: Full USPTO retrosynthesis dataset with 1.9M reactions from patents (1976-2016). Task: Predict the reactants needed to synthesize the given product. (1) Given the product [CH:19]1([CH2:25][C:2]2[S:3][C:4]3[CH:10]=[C:9]([C:11]#[N:12])[CH:8]=[CH:7][C:5]=3[N:6]=2)[CH2:24][CH2:23][CH2:22][CH2:21][CH2:20]1, predict the reactants needed to synthesize it. The reactants are: Br[C:2]1[S:3][C:4]2[CH:10]=[C:9]([C:11]#[N:12])[CH:8]=[CH:7][C:5]=2[N:6]=1.C1COCC1.[Br-].[CH:19]1([CH2:25][Zn+])[CH2:24][CH2:23][CH2:22][CH2:21][CH2:20]1. (2) Given the product [N:31]([C:32]1[CH:33]=[CH:34][C:35]([CH3:56])=[C:36]([C:38]([C:40]2[CH:45]=[CH:44][C:43]([NH:46][C:47]3[CH:52]=[CH:51][C:50]([F:53])=[CH:49][C:48]=3[Cl:54])=[CH:42][C:41]=2[Cl:55])=[O:39])[CH:37]=1)=[N+:1]=[N-:2], predict the reactants needed to synthesize it. The reactants are: [N:1](C1C=CC(C)=C(C(C2C=CC(NC3C=CC(C(F)(F)F)=CC=3)=CC=2Cl)=O)C=1)=[N+:2]=[N-].[NH2:31][C:32]1[CH:33]=[CH:34][C:35]([CH3:56])=[C:36]([C:38]([C:40]2[CH:45]=[CH:44][C:43]([NH:46][C:47]3[CH:52]=[CH:51][C:50]([F:53])=[CH:49][C:48]=3[Cl:54])=[CH:42][C:41]=2[Cl:55])=[O:39])[CH:37]=1. (3) Given the product [Br:10][C:7]1[S:8][CH:9]=[C:5]([C:3]([NH2:11])=[O:2])[N:6]=1, predict the reactants needed to synthesize it. The reactants are: C[O:2][C:3]([C:5]1[N:6]=[C:7]([Br:10])[S:8][CH:9]=1)=O.[NH3:11].